Task: Predict the reactants needed to synthesize the given product.. Dataset: Full USPTO retrosynthesis dataset with 1.9M reactions from patents (1976-2016) (1) Given the product [CH2:14]([C:7]1([OH:11])[CH2:8][CH2:9][CH2:10][C:5]2([O:4][CH2:3][CH2:2][O:1]2)[CH2:6]1)[CH:13]=[CH2:12], predict the reactants needed to synthesize it. The reactants are: [O:1]1[C:5]2([CH2:10][CH2:9][CH2:8][C:7](=[O:11])[CH2:6]2)[O:4][CH2:3][CH2:2]1.[CH2:12](Br)[CH:13]=[CH2:14]. (2) Given the product [N:23]1([NH:22][C:19]([C:9]2[N:10]([CH3:18])[C:11]([C:12]3[CH:13]=[CH:14][CH:15]=[CH:16][CH:17]=3)=[C:7]([C:1]3[CH:2]=[CH:3][CH:4]=[CH:5][CH:6]=3)[N:8]=2)=[O:20])[CH2:28][CH2:27][CH2:26][CH2:25][CH2:24]1.[N:29]1([C:19]([C:9]2[N:10]([CH3:18])[C:11]([C:12]3[CH:17]=[CH:16][CH:15]=[CH:14][CH:13]=3)=[C:7]([C:1]3[CH:2]=[CH:3][CH:4]=[CH:5][CH:6]=3)[N:8]=2)=[O:20])[CH2:34][CH2:33][CH2:32][CH2:31][CH2:30]1, predict the reactants needed to synthesize it. The reactants are: [C:1]1([C:7]2[N:8]=[C:9]([C:19](O)=[O:20])[N:10]([CH3:18])[C:11]=2[C:12]2[CH:17]=[CH:16][CH:15]=[CH:14][CH:13]=2)[CH:6]=[CH:5][CH:4]=[CH:3][CH:2]=1.[NH2:22][N:23]1[CH2:28][CH2:27][CH2:26][CH2:25][CH2:24]1.[NH:29]1[CH2:34][CH2:33][CH2:32][CH2:31][CH2:30]1.C1CN([P+](ON2N=NC3C=CC=CC2=3)(N2CCCC2)N2CCCC2)CC1.F[P-](F)(F)(F)(F)F.C(N(C(C)C)CC)(C)C. (3) Given the product [CH3:27][O:28][CH2:29][CH2:30][O:31][CH2:32][CH2:33][O:34][CH2:35][CH2:36][O:37][CH2:38][CH2:39][O:40][CH2:41][CH2:42][O:43][CH2:44][CH2:45][O:46][CH2:47][CH2:48][O:49][C:50]1[CH:51]=[C:52]([NH:53][C:2]2[N:7]=[C:6]([O:8][C:9]3[C:18]4[C:13](=[CH:14][CH:15]=[CH:16][CH:17]=4)[C:12]([NH:19][C:20](=[O:26])[O:21][C:22]([CH3:24])([CH3:23])[CH3:25])=[CH:11][CH:10]=3)[CH:5]=[CH:4][N:3]=2)[CH:54]=[C:55]([O:57][CH3:58])[CH:56]=1, predict the reactants needed to synthesize it. The reactants are: Cl[C:2]1[N:7]=[C:6]([O:8][C:9]2[C:18]3[C:13](=[CH:14][CH:15]=[CH:16][CH:17]=3)[C:12]([NH:19][C:20](=[O:26])[O:21][C:22]([CH3:25])([CH3:24])[CH3:23])=[CH:11][CH:10]=2)[CH:5]=[CH:4][N:3]=1.[CH3:27][O:28][CH2:29][CH2:30][O:31][CH2:32][CH2:33][O:34][CH2:35][CH2:36][O:37][CH2:38][CH2:39][O:40][CH2:41][CH2:42][O:43][CH2:44][CH2:45][O:46][CH2:47][CH2:48][O:49][C:50]1[CH:51]=[C:52]([CH:54]=[C:55]([O:57][CH3:58])[CH:56]=1)[NH2:53]. (4) Given the product [C:1]([O:5][C:6]([N:8]1[CH2:13][CH2:12][C:11]([NH:14][C:15]([O:17][C:18]([CH3:21])([CH3:20])[CH3:19])=[O:16])([CH2:22][NH:23][C:36](=[O:37])[C:35]2[CH:39]=[CH:40][C:32]([Cl:31])=[CH:33][CH:34]=2)[CH2:10][CH2:9]1)=[O:7])([CH3:4])([CH3:3])[CH3:2], predict the reactants needed to synthesize it. The reactants are: [C:1]([O:5][C:6]([N:8]1[CH2:13][CH2:12][C:11]([CH2:22][NH2:23])([NH:14][C:15]([O:17][C:18]([CH3:21])([CH3:20])[CH3:19])=[O:16])[CH2:10][CH2:9]1)=[O:7])([CH3:4])([CH3:3])[CH3:2].C(N(CC)CC)C.[Cl:31][C:32]1[CH:40]=[CH:39][C:35]([C:36](Cl)=[O:37])=[CH:34][CH:33]=1.[OH-].[Na+]. (5) Given the product [CH2:12]([O:14][C:15]([CH:17]1[CH2:22][CH2:21][N:20]([C:2]2[CH:7]=[C:6]([N+:8]([O-:10])=[O:9])[CH:5]=[CH:4][N+:3]=2[O-:11])[CH2:19][CH2:18]1)=[O:16])[CH3:13], predict the reactants needed to synthesize it. The reactants are: Br[C:2]1[CH:7]=[C:6]([N+:8]([O-:10])=[O:9])[CH:5]=[CH:4][N+:3]=1[O-:11].[CH2:12]([O:14][C:15]([CH:17]1[CH2:22][CH2:21][NH:20][CH2:19][CH2:18]1)=[O:16])[CH3:13].C(N(CC)CC)C. (6) Given the product [N:7]1[CH:8]=[CH:9][CH:10]=[CH:11][C:6]=1[C:4]1[N:26]=[C:24]([NH:23][C:27]2[C:32]([O:33][CH2:34][C:35]([O:37][CH2:38][CH2:41][CH2:12][CH3:13])=[O:36])=[CH:31][CH:30]=[CH:29][N:28]=2)[S:25][CH:3]=1, predict the reactants needed to synthesize it. The reactants are: Br.Br[CH2:3][C:4]([C:6]1[CH:11]=[CH:10][CH:9]=[CH:8][N:7]=1)=O.[CH3:12][C:13]1C(NC(N)=S)=NC=CC=1.[NH:23]([C:27]1[C:32]([O:33][CH2:34][C:35]([O:37][C:38]([CH3:41])(C)C)=[O:36])=[CH:31][CH:30]=[CH:29][N:28]=1)[C:24]([NH2:26])=[S:25]. (7) Given the product [CH3:1][O:2][C:3]([C:4]1[N:20]=[C:17]([CH3:18])[S:19][C:5]=1[C:6]1[CH:11]=[CH:10][CH:9]=[C:8]([F:12])[C:7]=1[CH3:13])=[O:16], predict the reactants needed to synthesize it. The reactants are: [CH3:1][O:2][C:3](=[O:16])[C:4](=O)[CH:5](Cl)[C:6]1[CH:11]=[CH:10][CH:9]=[C:8]([F:12])[C:7]=1[CH3:13].[C:17]([NH2:20])(=[S:19])[CH3:18]. (8) Given the product [CH2:21]([O:14][C:2]1[CH:3]=[CH:4][C:5]2[C:6]3[C:11](=[CH:10][CH:9]=[CH:8][CH:7]=3)[NH:12][C:13]=2[CH:1]=1)[C:18]1[CH:19]=[CH:20][CH:15]=[CH:16][CH:17]=1, predict the reactants needed to synthesize it. The reactants are: [CH:1]1[C:13]2[NH:12][C:11]3[C:6](=[CH:7][CH:8]=[CH:9][CH:10]=3)[C:5]=2[CH:4]=[CH:3][C:2]=1[OH:14].[CH:15]1[CH:20]=[CH:19][C:18]([CH2:21]Br)=[CH:17][CH:16]=1.C([O-])([O-])=O.[K+].[K+].O. (9) Given the product [ClH:21].[CH:1]1([CH2:7][O:8][C:9]2[CH:10]=[CH:11][C:12]([C:13]([NH:35][C:33]3[CH:32]=[CH:31][C:29]4[N:30]=[C:26]([N:25]([CH3:24])[CH:36]5[CH2:40][CH2:39][N:38]([CH3:41])[CH2:37]5)[S:27][C:28]=4[CH:34]=3)=[O:15])=[CH:16][CH:17]=2)[CH2:2][CH2:3][CH2:4][CH2:5][CH2:6]1.[CH:1]1([CH2:7][O:8][C:9]2[CH:17]=[CH:16][C:12]([C:13]([NH:35][C:33]3[CH:32]=[CH:31][C:29]4[N:30]=[C:26]([N:25]([CH3:24])[CH:36]5[CH2:40][CH2:39][N:38]([CH3:41])[CH2:37]5)[S:27][C:28]=4[CH:34]=3)=[O:14])=[CH:11][CH:10]=2)[CH2:2][CH2:3][CH2:4][CH2:5][CH2:6]1, predict the reactants needed to synthesize it. The reactants are: [CH:1]1([CH2:7][O:8][C:9]2[CH:17]=[CH:16][C:12]([C:13]([OH:15])=[O:14])=[CH:11][CH:10]=2)[CH2:6][CH2:5][CH2:4][CH2:3][CH2:2]1.C(Cl)(=O)C([Cl:21])=O.[CH3:24][N:25]([CH:36]1[CH2:40][CH2:39][N:38]([CH3:41])[CH2:37]1)[C:26]1[S:27][C:28]2[CH:34]=[C:33]([NH2:35])[CH:32]=[CH:31][C:29]=2[N:30]=1. (10) Given the product [NH2:13][C:10]1[C:9]([C:24]2[CH:33]=[C:32]([F:34])[C:27]([C:28]([O:30][CH3:31])=[O:29])=[C:26]([C:35]#[N:36])[CH:25]=2)=[CH:8][C:7]([CH:4]2[CH2:3][CH2:2][O:1][CH2:6][CH2:5]2)=[CH:12][N:11]=1, predict the reactants needed to synthesize it. The reactants are: [O:1]1[CH2:6][CH2:5][CH:4]([C:7]2[CH:8]=[C:9](B3OC(C)(C)C(C)(C)O3)[C:10]([NH2:13])=[N:11][CH:12]=2)[CH2:3][CH2:2]1.Cl[C:24]1[CH:33]=[C:32]([F:34])[C:27]([C:28]([O:30][CH3:31])=[O:29])=[C:26]([C:35]#[N:36])[CH:25]=1.CC(C1C=C(C(C)C)C(C2C=CC=CC=2P(C2CCCCC2)C2CCCCC2)=C(C(C)C)C=1)C.C([O-])(O)=O.[Na+].